This data is from Forward reaction prediction with 1.9M reactions from USPTO patents (1976-2016). The task is: Predict the product of the given reaction. The product is: [NH2:19][C:20]1[C:25]([C:4]2[CH:14]=[C:13]([C:15]([F:18])([F:17])[F:16])[CH:12]=[CH:11][C:5]=2[O:6][CH2:7][C:8]([OH:10])=[O:9])=[CH:24][C:23]([CH3:27])=[CH:22][N:21]=1. Given the reactants B([C:4]1[CH:14]=[C:13]([C:15]([F:18])([F:17])[F:16])[CH:12]=[CH:11][C:5]=1[O:6][CH2:7][C:8]([OH:10])=[O:9])(O)O.[NH2:19][C:20]1[C:25](Br)=[CH:24][C:23]([CH3:27])=[CH:22][N:21]=1.C(=O)([O-])[O-].[Na+].[Na+], predict the reaction product.